Dataset: Full USPTO retrosynthesis dataset with 1.9M reactions from patents (1976-2016). Task: Predict the reactants needed to synthesize the given product. (1) The reactants are: [CH:1]12[CH2:10][CH:5]3[CH2:6][CH:7]([CH2:9][CH:3]([CH2:4]3)[CH2:2]1)[CH2:8]2.[C:11](Br)([CH3:14])([CH3:13])[CH3:12].[C:16]1([C:22]#[C:23][C:24]2[CH:29]=[CH:28][CH:27]=[CH:26][CH:25]=2)[CH:21]=[CH:20][CH:19]=[CH:18][CH:17]=1.[Cl-].[Al+3].[Cl-].[Cl-].Cl. Given the product [C:11]1([C:14]#[C:10][C:1]2[CH:8]=[CH:7][CH:9]=[CH:3][C:2]=2[CH:2]2[CH:3]3[CH2:9][CH:7]4[CH2:6][CH:5]([CH2:10][C:1]2([C:17]2[CH:18]=[CH:19][CH:20]=[CH:21][C:16]=2[C:22]#[C:23][C:24]2[CH:25]=[CH:26][CH:27]=[CH:28][CH:29]=2)[CH2:8]4)[CH2:4]3)[CH:13]=[CH:6][CH:5]=[CH:4][CH:12]=1, predict the reactants needed to synthesize it. (2) Given the product [CH2:1]([N:8]1[CH2:13][CH2:12][CH:11]([N:14]2[CH2:18][CH2:17][N:16]([CH2:19][CH2:20][CH2:21][N:38]3[CH2:39][CH2:40][CH2:41][CH:37]3[CH3:36])[C:15]2=[C:23]([C:26]#[N:27])[C:24]#[N:25])[CH2:10][CH2:9]1)[C:2]1[CH:7]=[CH:6][CH:5]=[CH:4][CH:3]=1, predict the reactants needed to synthesize it. The reactants are: [CH2:1]([N:8]1[CH2:13][CH2:12][CH:11]([N:14]2[CH2:18][CH2:17][N:16]([CH2:19][CH2:20][CH2:21]Br)[C:15]2=[C:23]([C:26]#[N:27])[C:24]#[N:25])[CH2:10][CH2:9]1)[C:2]1[CH:7]=[CH:6][CH:5]=[CH:4][CH:3]=1.[I-].[K+].C(=O)([O-])[O-].[K+].[K+].[CH3:36][CH:37]1[CH2:41][CH2:40][CH2:39][NH:38]1. (3) Given the product [F:44][C:41]1[CH:42]=[CH:43][C:34]([CH2:33][NH:32][C:22]([C:10]2[N:11]=[C:12]3[N:17]([C:18](=[O:19])[C:9]=2[O:8][CH2:1][C:2]2[CH:7]=[CH:6][CH:5]=[CH:4][CH:3]=2)[CH2:16][CH2:15][O:14][C:13]3([CH3:21])[CH3:20])=[O:23])=[C:35]([C:36](=[O:37])[NH:38][CH3:39])[CH:40]=1, predict the reactants needed to synthesize it. The reactants are: [CH2:1]([O:8][C:9]1[C:18](=[O:19])[N:17]2[C:12]([C:13]([CH3:21])([CH3:20])[O:14][CH2:15][CH2:16]2)=[N:11][C:10]=1[C:22](O)=[O:23])[C:2]1[CH:7]=[CH:6][CH:5]=[CH:4][CH:3]=1.FC(F)(F)C(O)=O.[NH2:32][CH2:33][C:34]1[CH:43]=[CH:42][C:41]([F:44])=[CH:40][C:35]=1[C:36]([NH:38][CH3:39])=[O:37].F[P-](F)(F)(F)(F)F.N1(OC(N(C)C)=[N+](C)C)C2N=CC=CC=2N=N1.CN(C)C=O. (4) The reactants are: [CH:1]1([N:4]2[C:13]3[C:8](=[CH:9][C:10]([F:18])=[C:11](F)[C:12]=3[CH:14]([F:16])[F:15])[C:7](=[O:19])[NH:6][C:5]2=[O:20])[CH2:3][CH2:2]1.[C:21]([O:25][C:26](=[O:35])[NH:27][C@H:28]([C@@H:30]1[CH2:34][CH2:33][NH:32][CH2:31]1)[CH3:29])([CH3:24])([CH3:23])[CH3:22].C(N(CC)CC)C.CS(C)=O. Given the product [C:21]([O:25][C:26](=[O:35])[NH:27][C@H:28]([C@@H:30]1[CH2:34][CH2:33][N:32]([C:11]2[C:12]([CH:14]([F:16])[F:15])=[C:13]3[C:8]([C:7](=[O:19])[NH:6][C:5](=[O:20])[N:4]3[CH:1]3[CH2:3][CH2:2]3)=[CH:9][C:10]=2[F:18])[CH2:31]1)[CH3:29])([CH3:22])([CH3:23])[CH3:24], predict the reactants needed to synthesize it. (5) Given the product [CH:12](=[N:10][N:1]1[C:9]2[C:4](=[CH:5][CH:6]=[CH:7][CH:8]=2)[CH:3]=[CH:2]1)[CH2:11][CH3:13], predict the reactants needed to synthesize it. The reactants are: [N:1]1([NH2:10])[C:9]2[C:4](=[CH:5][CH:6]=[CH:7][CH:8]=2)[CH:3]=[CH:2]1.[C:11](O)(C)([CH3:13])[CH3:12].N1C2C(=CC=CC=2)C=C1. (6) Given the product [Br:1][C:2]1[CH:3]=[C:4]([C:15]2[CH2:19][C:18]([C:24]3[CH:29]=[C:28]([Cl:30])[CH:27]=[C:26]([Cl:31])[CH:25]=3)([C:20]([F:21])([F:23])[F:22])[S:17][CH:16]=2)[CH:5]=[CH:6][C:7]=1[C:8]([O:10][C:11]([CH3:14])([CH3:13])[CH3:12])=[O:9], predict the reactants needed to synthesize it. The reactants are: [Br:1][C:2]1[CH:3]=[C:4]([C:15]2(O)[CH2:19][C:18]([C:24]3[CH:29]=[C:28]([Cl:30])[CH:27]=[C:26]([Cl:31])[CH:25]=3)([C:20]([F:23])([F:22])[F:21])[S:17][CH:16]2C(O)=O)[CH:5]=[CH:6][C:7]=1[C:8]([O:10][C:11]([CH3:14])([CH3:13])[CH3:12])=[O:9].CS(Cl)(=O)=O. (7) Given the product [Cl:11][C:4]1[N:3]=[C:2]([N:16]2[CH2:17][CH2:18][CH:13]([CH3:12])[CH2:14][CH2:15]2)[C:7]([N+:8]([O-:10])=[O:9])=[CH:6][CH:5]=1, predict the reactants needed to synthesize it. The reactants are: Cl[C:2]1[C:7]([N+:8]([O-:10])=[O:9])=[CH:6][CH:5]=[C:4]([Cl:11])[N:3]=1.[CH3:12][CH:13]1[CH2:18][CH2:17][NH:16][CH2:15][CH2:14]1.